From a dataset of NCI-60 drug combinations with 297,098 pairs across 59 cell lines. Regression. Given two drug SMILES strings and cell line genomic features, predict the synergy score measuring deviation from expected non-interaction effect. Drug 1: CC1=C(C=C(C=C1)C(=O)NC2=CC(=CC(=C2)C(F)(F)F)N3C=C(N=C3)C)NC4=NC=CC(=N4)C5=CN=CC=C5. Drug 2: CC1CCC2CC(C(=CC=CC=CC(CC(C(=O)C(C(C(=CC(C(=O)CC(OC(=O)C3CCCCN3C(=O)C(=O)C1(O2)O)C(C)CC4CCC(C(C4)OC)OCCO)C)C)O)OC)C)C)C)OC. Cell line: K-562. Synergy scores: CSS=32.6, Synergy_ZIP=-6.48, Synergy_Bliss=-9.21, Synergy_Loewe=-7.19, Synergy_HSA=-5.99.